The task is: Predict the product of the given reaction.. This data is from Forward reaction prediction with 1.9M reactions from USPTO patents (1976-2016). (1) Given the reactants [N:1]1([CH:7]2[CH2:12][CH2:11][CH:10]([O:13][C:14]3[C:25]4[C:24]5[C@@H:23]([CH2:26][CH2:27][OH:28])[CH2:22][CH2:21][C:20]=5[S:19][C:18]=4[N:17]=[CH:16][N:15]=3)[CH2:9][CH2:8]2)[CH2:6][CH2:5][O:4][CH2:3][CH2:2]1.[CH3:29][S:30](Cl)(=[O:32])=[O:31].C(N(CC)CC)C, predict the reaction product. The product is: [CH3:29][S:30]([O:28][CH2:27][CH2:26][C@H:23]1[CH2:22][CH2:21][C:20]2[S:19][C:18]3[N:17]=[CH:16][N:15]=[C:14]([O:13][CH:10]4[CH2:9][CH2:8][CH:7]([N:1]5[CH2:2][CH2:3][O:4][CH2:5][CH2:6]5)[CH2:12][CH2:11]4)[C:25]=3[C:24]1=2)(=[O:32])=[O:31]. (2) Given the reactants [CH2:1]([S:3]([C:6]1[CH:27]=[CH:26][C:9]([CH2:10][NH:11][C:12]([C:14]2[CH:15]=[C:16]3[CH2:22][NH:21][C@@H:20]([CH:23]([CH3:25])[CH3:24])[C:17]3=[N:18][CH:19]=2)=[O:13])=[CH:8][CH:7]=1)(=[O:5])=[O:4])[CH3:2].C(N(CC)CC)C.[C:35]([C:37]1[CH:42]=[CH:41][C:40]([S:43](Cl)(=[O:45])=[O:44])=[CH:39][CH:38]=1)#[N:36], predict the reaction product. The product is: [C:35]([C:37]1[CH:38]=[CH:39][C:40]([S:43]([N:21]2[CH2:22][C:16]3[C:17](=[N:18][CH:19]=[C:14]([C:12]([NH:11][CH2:10][C:9]4[CH:8]=[CH:7][C:6]([S:3]([CH2:1][CH3:2])(=[O:5])=[O:4])=[CH:27][CH:26]=4)=[O:13])[CH:15]=3)[C@@H:20]2[CH:23]([CH3:24])[CH3:25])(=[O:45])=[O:44])=[CH:41][CH:42]=1)#[N:36]. (3) The product is: [CH2:18]([O:22][C:23](=[O:25])[NH:24][C:15]([CH:13]1[C:12]2[CH:11]=[CH:10][CH:9]=[CH:8][C:7]=2[O:6][C:5]2[C:14]1=[CH:1][CH:2]=[CH:3][CH:4]=2)=[O:16])[CH2:19][CH2:20][CH3:21]. Given the reactants [CH:1]1[C:14]2[CH:13]([C:15](Cl)=[O:16])[C:12]3[C:7](=[CH:8][CH:9]=[CH:10][CH:11]=3)[O:6][C:5]=2[CH:4]=[CH:3][CH:2]=1.[CH2:18]([O:22][C:23](=[O:25])[NH2:24])[CH2:19][CH2:20][CH3:21], predict the reaction product. (4) Given the reactants [N+:1]([C:4]1[CH:5]=[C:6]2[C:10](=[CH:11][CH:12]=1)[NH:9][C:8]([C:13]([OH:15])=O)=[CH:7]2)([O-:3])=[O:2].[NH2:16][C@H:17]1[C:25]2[C:20](=[CH:21][CH:22]=[C:23]([C:26]#[N:27])[CH:24]=2)[CH2:19][C:18]1([CH3:29])[CH3:28].CN([P+](ON1N=NC2C=CC=CC1=2)(N(C)C)N(C)C)C.F[P-](F)(F)(F)(F)F.CN1CCOCC1.C([O-])(O)=O.[Na+], predict the reaction product. The product is: [C:26]([C:23]1[CH:24]=[C:25]2[C:20]([CH2:19][C:18]([CH3:29])([CH3:28])[C@H:17]2[NH:16][C:13]([C:8]2[NH:9][C:10]3[C:6]([CH:7]=2)=[CH:5][C:4]([N+:1]([O-:3])=[O:2])=[CH:12][CH:11]=3)=[O:15])=[CH:21][CH:22]=1)#[N:27]. (5) Given the reactants C([Sn](CCCC)(CCCC)[C:6]1[CH:11]=[CH:10][CH:9]=[CH:8][N:7]=1)CCC.C[O:21][C:22](=[O:51])[CH2:23][CH2:24][C:25]1[CH:30]=[CH:29][C:28]([O:31][C:32]2[CH:37]=[CH:36][CH:35]=[C:34]([O:38][C:39]3[CH:44]=[CH:43][C:42]([C:45]([F:48])([F:47])[F:46])=[CH:41][C:40]=3Br)[CH:33]=2)=[CH:27][C:26]=1[CH3:50], predict the reaction product. The product is: [CH3:50][C:26]1[CH:27]=[C:28]([O:31][C:32]2[CH:37]=[CH:36][CH:35]=[C:34]([O:38][C:39]3[CH:44]=[CH:43][C:42]([C:45]([F:47])([F:48])[F:46])=[CH:41][C:40]=3[C:6]3[CH:11]=[CH:10][CH:9]=[CH:8][N:7]=3)[CH:33]=2)[CH:29]=[CH:30][C:25]=1[CH2:24][CH2:23][C:22]([OH:51])=[O:21]. (6) The product is: [NH:7]1[C:8]2[C:13](=[CH:12][CH:11]=[CH:10][CH:9]=2)[CH:14]=[C:6]1[CH2:4][C:17]([NH2:16])=[O:18]. Given the reactants C(O[C:4]([C:6]1[NH:7][C:8]2[C:13]([CH:14]=1)=[CH:12][C:11](Br)=[CH:10][CH:9]=2)=O)C.[NH3:16].[CH3:17][OH:18], predict the reaction product. (7) Given the reactants [CH3:1][C:2]1[CH:10]=[CH:9][C:8]2[N:7]([CH2:11][CH:12]([C:14]3[N:18](C(C4C=CC=CC=4)(C4C=CC=CC=4)C4C=CC=CC=4)[CH:17]=[N:16][CH:15]=3)[OH:13])[C:6]3[CH2:38][CH2:39][N:40]4[CH:44]([C:5]=3[C:4]=2[CH:3]=1)[CH2:43][CH2:42][CH2:41]4.C(=O)(O)[O-].[Na+], predict the reaction product. The product is: [NH:18]1[C:14]([CH:12]([OH:13])[CH2:11][N:7]2[C:8]3[CH:9]=[CH:10][C:2]([CH3:1])=[CH:3][C:4]=3[C:5]3[CH:44]4[N:40]([CH2:39][CH2:38][C:6]2=3)[CH2:41][CH2:42][CH2:43]4)=[CH:15][N:16]=[CH:17]1. (8) Given the reactants [OH:1][C:2]1[CH:3]=[C:4]([CH:8]=[CH:9][C:10]=1[OH:11])[C:5]([OH:7])=[O:6].C([O-])([O-])=O.[K+].[K+].[CH2:18](Br)[CH2:19][CH3:20], predict the reaction product. The product is: [CH2:18]([O:1][C:2]1[CH:3]=[C:4]([CH:8]=[CH:9][C:10]=1[O:11][CH2:5][CH2:4][CH3:8])[C:5]([O:7][CH2:10][CH2:2][CH3:3])=[O:6])[CH2:19][CH3:20]. (9) Given the reactants [CH3:1][O:2][C:3]([C:5]1[CH:10]=[C:9]([Br:11])[C:8](=[O:12])[NH:7][CH:6]=1)=[O:4].[CH3:13][O:14][CH2:15][CH2:16]O.CC(OC(/N=N/C(OC(C)C)=O)=O)C.C1(P(C2C=CC=CC=2)C2C=CC=CC=2)C=CC=CC=1, predict the reaction product. The product is: [CH3:1][O:2][C:3](=[O:4])[C:5]1[CH:10]=[C:9]([Br:11])[C:8]([O:12][CH2:16][CH2:15][O:14][CH3:13])=[N:7][CH:6]=1. (10) Given the reactants Br[C:2]1[CH:7]=[CH:6][CH:5]=[C:4]([C:8]2[CH:13]=[C:12]([C:14]([CH3:17])([CH3:16])[CH3:15])[CH:11]=[C:10]([C:18]([CH3:21])([CH3:20])[CH3:19])[CH:9]=2)[N:3]=1.[C:22]([O:26][C:27]([N:29]1[CH2:34][CH:33]=[C:32](B2OC(C)(C)C(C)(C)O2)[CH2:31][CH2:30]1)=[O:28])([CH3:25])([CH3:24])[CH3:23].C([O-])([O-])=O.[Na+].[Na+], predict the reaction product. The product is: [C:22]([O:26][C:27]([N:29]1[CH2:30][CH:31]=[C:32]([C:2]2[CH:7]=[CH:6][CH:5]=[C:4]([C:8]3[CH:13]=[C:12]([C:14]([CH3:17])([CH3:16])[CH3:15])[CH:11]=[C:10]([C:18]([CH3:21])([CH3:20])[CH3:19])[CH:9]=3)[N:3]=2)[CH2:33][CH2:34]1)=[O:28])([CH3:25])([CH3:23])[CH3:24].